This data is from Full USPTO retrosynthesis dataset with 1.9M reactions from patents (1976-2016). The task is: Predict the reactants needed to synthesize the given product. Given the product [NH:1]1[C:9]2[C:4](=[CH:5][CH:6]=[CH:7][CH:8]=2)[C:3]([CH2:10][CH2:11][CH2:12][C:13]([N:38]2[CH2:37][CH2:36][N:35]([C:32]3[CH:31]=[CH:30][C:29]([O:28][CH3:27])=[CH:34][CH:33]=3)[CH2:40][CH2:39]2)=[O:15])=[CH:2]1, predict the reactants needed to synthesize it. The reactants are: [NH:1]1[C:9]2[C:4](=[CH:5][CH:6]=[CH:7][CH:8]=2)[C:3]([CH2:10][CH2:11][CH2:12][C:13]([OH:15])=O)=[CH:2]1.C(N=C=NCCCN(C)C)C.[CH3:27][O:28][C:29]1[CH:34]=[CH:33][C:32]([N:35]2[CH2:40][CH2:39][NH:38][CH2:37][CH2:36]2)=[CH:31][CH:30]=1.ON1C2C=CC=CC=2N=N1.C(N(CC)CC)C.